From a dataset of NCI-60 drug combinations with 297,098 pairs across 59 cell lines. Regression. Given two drug SMILES strings and cell line genomic features, predict the synergy score measuring deviation from expected non-interaction effect. (1) Drug 1: CC=C1C(=O)NC(C(=O)OC2CC(=O)NC(C(=O)NC(CSSCCC=C2)C(=O)N1)C(C)C)C(C)C. Drug 2: CS(=O)(=O)CCNCC1=CC=C(O1)C2=CC3=C(C=C2)N=CN=C3NC4=CC(=C(C=C4)OCC5=CC(=CC=C5)F)Cl. Cell line: IGROV1. Synergy scores: CSS=68.2, Synergy_ZIP=-0.0416, Synergy_Bliss=0.570, Synergy_Loewe=-11.8, Synergy_HSA=1.61. (2) Drug 1: COC1=NC(=NC2=C1N=CN2C3C(C(C(O3)CO)O)O)N. Drug 2: CCC1=C2CN3C(=CC4=C(C3=O)COC(=O)C4(CC)O)C2=NC5=C1C=C(C=C5)O. Cell line: EKVX. Synergy scores: CSS=11.7, Synergy_ZIP=0.323, Synergy_Bliss=2.83, Synergy_Loewe=-9.99, Synergy_HSA=1.05. (3) Drug 1: C1CCC(C1)C(CC#N)N2C=C(C=N2)C3=C4C=CNC4=NC=N3. Drug 2: C1=CN(C=N1)CC(O)(P(=O)(O)O)P(=O)(O)O. Cell line: SK-MEL-2. Synergy scores: CSS=3.88, Synergy_ZIP=3.54, Synergy_Bliss=9.28, Synergy_Loewe=2.67, Synergy_HSA=3.23. (4) Drug 1: CC1C(C(CC(O1)OC2CC(CC3=C2C(=C4C(=C3O)C(=O)C5=C(C4=O)C(=CC=C5)OC)O)(C(=O)C)O)N)O.Cl. Drug 2: C1CC(C1)(C(=O)O)C(=O)O.[NH2-].[NH2-].[Pt+2]. Cell line: HOP-62. Synergy scores: CSS=50.6, Synergy_ZIP=-7.29, Synergy_Bliss=1.66, Synergy_Loewe=-12.7, Synergy_HSA=1.65. (5) Drug 1: CC1=C(N=C(N=C1N)C(CC(=O)N)NCC(C(=O)N)N)C(=O)NC(C(C2=CN=CN2)OC3C(C(C(C(O3)CO)O)O)OC4C(C(C(C(O4)CO)O)OC(=O)N)O)C(=O)NC(C)C(C(C)C(=O)NC(C(C)O)C(=O)NCCC5=NC(=CS5)C6=NC(=CS6)C(=O)NCCC[S+](C)C)O. Drug 2: C1CN(P(=O)(OC1)NCCCl)CCCl. Cell line: DU-145. Synergy scores: CSS=42.4, Synergy_ZIP=6.27, Synergy_Bliss=6.97, Synergy_Loewe=-27.1, Synergy_HSA=5.94. (6) Drug 1: COC1=C2C(=CC3=C1OC=C3)C=CC(=O)O2. Drug 2: COCCOC1=C(C=C2C(=C1)C(=NC=N2)NC3=CC=CC(=C3)C#C)OCCOC.Cl. Cell line: KM12. Synergy scores: CSS=-33.8, Synergy_ZIP=13.7, Synergy_Bliss=3.15, Synergy_Loewe=-33.3, Synergy_HSA=-31.6.